This data is from Reaction yield outcomes from USPTO patents with 853,638 reactions. The task is: Predict the reaction yield, written as a fraction of the theoretical maximum amount of product (1.0 means a 100% yield; for example, 0.34 means a 34% yield). (1) The reactants are [C:1]([O:5][C:6](=[O:40])[N:7]([C@H:9]([C:11](=[O:39])[NH:12][C@@H:13]1[C:19](=[O:20])[N:18]([CH2:21][C:22]2[C:31]3[C:26](=[CH:27][C:28](Br)=[CH:29][CH:30]=3)[CH:25]=[CH:24][C:23]=2[O:33][CH3:34])[C:17]2[CH:35]=[CH:36][CH:37]=[CH:38][C:16]=2[CH2:15][CH2:14]1)[CH3:10])[CH3:8])([CH3:4])([CH3:3])[CH3:2].[C:41]([NH2:44])(=[O:43])[CH3:42].C1(P(C2C=CC=CC=2)C2C3OC4C(=CC=CC=4P(C4C=CC=CC=4)C4C=CC=CC=4)C(C)(C)C=3C=CC=2)C=CC=CC=1.C([O-])([O-])=O.[Cs+].[Cs+]. The catalyst is C1C=CC(/C=C/C(/C=C/C2C=CC=CC=2)=O)=CC=1.C1C=CC(/C=C/C(/C=C/C2C=CC=CC=2)=O)=CC=1.C1C=CC(/C=C/C(/C=C/C2C=CC=CC=2)=O)=CC=1.C(Cl)(Cl)Cl.[Pd].[Pd].CC#N.O. The product is [C:1]([O:5][C:6](=[O:40])[N:7]([C@H:9]([C:11](=[O:39])[NH:12][C@@H:13]1[C:19](=[O:20])[N:18]([CH2:21][C:22]2[C:31]3[C:26](=[CH:27][C:28]([NH:44][C:41](=[O:43])[CH3:42])=[CH:29][CH:30]=3)[CH:25]=[CH:24][C:23]=2[O:33][CH3:34])[C:17]2[CH:35]=[CH:36][CH:37]=[CH:38][C:16]=2[CH2:15][CH2:14]1)[CH3:10])[CH3:8])([CH3:4])([CH3:3])[CH3:2]. The yield is 0.600. (2) The reactants are [CH3:1][CH:2]([CH3:22])[CH2:3][CH2:4][C:5]1([O:17][CH2:18][C:19]([OH:21])=[O:20])[C:14]2[C:9](=[CH:10][CH:11]=[CH:12][CH:13]=2)[C:8](=[O:15])[CH2:7][C:6]1=[O:16].[CH:23]1(N=C=NC2CCCCC2)CCCCC1. The catalyst is O1CCCC1.CO. The product is [CH3:23][O:20][C:19](=[O:21])[CH2:18][O:17][C:5]1([CH2:4][CH2:3][CH:2]([CH3:22])[CH3:1])[C:14]2[C:9](=[CH:10][CH:11]=[CH:12][CH:13]=2)[C:8](=[O:15])[CH2:7][C:6]1=[O:16]. The yield is 0.910.